From a dataset of Full USPTO retrosynthesis dataset with 1.9M reactions from patents (1976-2016). Predict the reactants needed to synthesize the given product. (1) Given the product [CH3:14][N:13]1[C:12](=[O:15])[CH:11]=[C:10]([C:16]2[CH:21]=[CH:20][N:19]=[CH:18][CH:17]=2)[N:9]=[C:8]1[N:2]1[CH2:3][CH:4]2[CH2:7][C@H:1]1[CH2:6][N:5]2[C:23]1[CH:24]=[N:25][CH:26]=[CH:27][CH:28]=1, predict the reactants needed to synthesize it. The reactants are: [C@H:1]12[CH2:7][CH:4]([NH:5][CH2:6]1)[CH2:3][N:2]2[C:8]1[N:13]([CH3:14])[C:12](=[O:15])[CH:11]=[C:10]([C:16]2[CH:21]=[CH:20][N:19]=[CH:18][CH:17]=2)[N:9]=1.Br[C:23]1[CH:24]=[N:25][CH:26]=[CH:27][CH:28]=1.C(=O)([O-])[O-].[Cs+].[Cs+].C1(C2C3C(=CC=CC=3)C=CC=2)C2C(=CC=CC=2)C=CC=1. (2) Given the product [C:1]([O:5][C:6]([N:8]1[CH2:13][CH2:12][N:11]2[C:14]([CH2:18][CH3:19])=[N:15][CH:16]=[C:10]2[CH:9]1[CH2:20][CH2:21][C:22]1[CH:23]=[CH:24][C:25]([Br:28])=[CH:26][CH:27]=1)=[O:7])([CH3:2])([CH3:3])[CH3:4], predict the reactants needed to synthesize it. The reactants are: [C:1]([O:5][C:6]([N:8]1[CH2:13][CH2:12][N:11]2[C:14]([CH2:18][CH3:19])=[N:15][C:16](I)=[C:10]2[CH:9]1[CH2:20][CH2:21][C:22]1[CH:27]=[CH:26][C:25]([Br:28])=[CH:24][CH:23]=1)=[O:7])([CH3:4])([CH3:3])[CH3:2].C([Mg]Br)C.II. (3) Given the product [C:13]([O:17][C:18]([N:20]1[CH2:25][CH2:24][CH:23]([CH:26]([CH:32]([OH:34])[CH3:33])[C:27]([O:29][CH2:30][CH3:31])=[O:28])[CH2:22][CH2:21]1)=[O:19])([CH3:16])([CH3:15])[CH3:14], predict the reactants needed to synthesize it. The reactants are: C(NC(C)C)(C)C.C([Li])CCC.[C:13]([O:17][C:18]([N:20]1[CH2:25][CH2:24][CH:23]([CH2:26][C:27]([O:29][CH2:30][CH3:31])=[O:28])[CH2:22][CH2:21]1)=[O:19])([CH3:16])([CH3:15])[CH3:14].[CH:32](=[O:34])[CH3:33].